This data is from Full USPTO retrosynthesis dataset with 1.9M reactions from patents (1976-2016). The task is: Predict the reactants needed to synthesize the given product. (1) Given the product [Br:1][C:2]1[CH:7]=[C:6]([CH2:8][C:9]2[CH:10]=[CH:11][C:12]([O:15][CH2:16][CH3:17])=[CH:13][CH:14]=2)[C:5]([Cl:18])=[CH:4][C:3]=1[OH:19], predict the reactants needed to synthesize it. The reactants are: [Br:1][C:2]1[CH:7]=[C:6]([CH2:8][C:9]2[CH:14]=[CH:13][C:12]([O:15][CH2:16][CH3:17])=[CH:11][CH:10]=2)[C:5]([Cl:18])=[CH:4][C:3]=1[O:19]C.Cl. (2) Given the product [CH:30]1([C:27]2[CH:28]=[CH:29][C:24]([CH2:23][O:22][C:18]3[CH:17]=[C:16]4[C:21](=[CH:20][CH:19]=3)[N:13]([C:11](=[O:12])[CH2:10][NH:9][CH2:8][CH2:7][C:6]([OH:46])=[O:5])[CH2:14][CH2:15]4)=[CH:25][C:26]=2[C:35]([F:38])([F:36])[F:37])[CH2:31][CH2:32][CH2:33][CH2:34]1, predict the reactants needed to synthesize it. The reactants are: C([O:5][C:6](=[O:46])[CH2:7][CH2:8][N:9](C(OC(C)(C)C)=O)[CH2:10][C:11]([N:13]1[C:21]2[C:16](=[CH:17][C:18]([O:22][CH2:23][C:24]3[CH:29]=[CH:28][C:27]([CH:30]4[CH2:34][CH2:33][CH2:32][CH2:31]4)=[C:26]([C:35]([F:38])([F:37])[F:36])[CH:25]=3)=[CH:19][CH:20]=2)[CH2:15][CH2:14]1)=[O:12])(C)(C)C.C(O)(C(F)(F)F)=O.